This data is from Forward reaction prediction with 1.9M reactions from USPTO patents (1976-2016). The task is: Predict the product of the given reaction. (1) Given the reactants [C@H:1]12[CH2:7][C@H:4]([CH2:5][CH2:6]1)[CH2:3][C@H:2]2[O:8][C:9]1[CH:10]=[C:11]2[C:16](=[CH:17][CH:18]=1)[CH:15]=[C:14]([C@:19]1([CH3:25])[CH2:23][O:22]C(=O)[NH:20]1)[CH:13]=[CH:12]2.C(O)C.O.[OH-].[Li+].O, predict the reaction product. The product is: [NH2:20][C@@:19]([C:14]1[CH:13]=[CH:12][C:11]2[C:16](=[CH:17][CH:18]=[C:9]([O:8][C@@H:2]3[CH2:3][C@@H:4]4[CH2:7][C@H:1]3[CH2:6][CH2:5]4)[CH:10]=2)[CH:15]=1)([CH3:25])[CH2:23][OH:22]. (2) Given the reactants [CH3:1][N:2]([C:11]1[CH:12]=[CH:13][CH:14]=[C:15]2[C:19]=1[NH:18][C:17]([C:20]1[S:21][CH:22]([CH2:25][C:26](=O)[CH:27]=[CH2:28])[CH2:23][N:24]=1)=[CH:16]2)[S:3]([C:6]1[S:7][CH:8]=[CH:9][CH:10]=1)(=[O:5])=[O:4].[OH:30][CH2:31][CH2:32][NH:33][NH2:34].O, predict the reaction product. The product is: [OH:30][CH2:31][CH2:32][N:33]1[CH2:28][CH2:27][C:26]([CH2:25][CH:22]2[S:21][C:20]([C:17]3[NH:18][C:19]4[C:15]([CH:16]=3)=[CH:14][CH:13]=[CH:12][C:11]=4[N:2]([CH3:1])[S:3]([C:6]3[S:7][CH:8]=[CH:9][CH:10]=3)(=[O:4])=[O:5])=[N:24][CH2:23]2)=[N:34]1. (3) Given the reactants CC(OC(/N=N/C(OC(C)C)=O)=O)C.C1(P(C2C=CC=CC=2)C2C=CC=CC=2)C=CC=CC=1.[O:34]1[CH2:39][CH2:38][CH:37]([OH:40])[CH2:36][CH2:35]1.[F:41][C:42]1[CH:47]=[C:46](O)[CH:45]=[C:44]([F:49])[C:43]=1[C:50]1[N:55]=[C:54]([C:56]([O:58][CH3:59])=[O:57])[CH:53]=[CH:52][C:51]=1[F:60], predict the reaction product. The product is: [F:41][C:42]1[CH:47]=[C:46]([O:40][CH:37]2[CH2:38][CH2:39][O:34][CH2:35][CH2:36]2)[CH:45]=[C:44]([F:49])[C:43]=1[C:50]1[N:55]=[C:54]([C:56]([O:58][CH3:59])=[O:57])[CH:53]=[CH:52][C:51]=1[F:60].